This data is from Catalyst prediction with 721,799 reactions and 888 catalyst types from USPTO. The task is: Predict which catalyst facilitates the given reaction. (1) Reactant: [ClH:1].O1CCOCC1.[F:8][C:9]1[CH:14]=[CH:13][C:12]([C:15]2[N:20]=[N:19][C:18]([N:21]3[CH2:26][CH2:25][CH:24]([N:27]([CH3:43])[C:28]([C@@H:30]4[CH2:35][CH2:34][CH2:33][CH2:32][N:31]4C(OC(C)(C)C)=O)=[O:29])[CH2:23][CH2:22]3)=[C:17]([CH3:44])[C:16]=2[CH3:45])=[CH:11][CH:10]=1. Product: [ClH:1].[ClH:1].[F:8][C:9]1[CH:14]=[CH:13][C:12]([C:15]2[N:20]=[N:19][C:18]([N:21]3[CH2:22][CH2:23][CH:24]([N:27]([CH3:43])[C:28]([C@@H:30]4[CH2:35][CH2:34][CH2:33][CH2:32][NH:31]4)=[O:29])[CH2:25][CH2:26]3)=[C:17]([CH3:44])[C:16]=2[CH3:45])=[CH:11][CH:10]=1. The catalyst class is: 2. (2) Reactant: [Mn]([O-])(=O)(=O)=O.[K+].[Br:7][C:8]1[CH:9]=[C:10]([CH:20]=[O:21])[N:11]([C:13]2[CH:18]=[CH:17][N:16]=[CH:15][C:14]=2[Cl:19])[CH:12]=1.CC(C)=[O:24].[OH-].[Na+]. Product: [Br:7][C:8]1[CH:9]=[C:10]([C:20]([OH:24])=[O:21])[N:11]([C:13]2[CH:18]=[CH:17][N:16]=[CH:15][C:14]=2[Cl:19])[CH:12]=1. The catalyst class is: 6. (3) Reactant: [F:1][C:2]1[C:3]2[NH:10][CH:9]=[CH:8][C:4]=2[CH:5]=[N:6][CH:7]=1.C1C(=O)N([I:18])C(=O)C1. Product: [F:1][C:2]1[C:3]2[NH:10][CH:9]=[C:8]([I:18])[C:4]=2[CH:5]=[N:6][CH:7]=1. The catalyst class is: 303. (4) Reactant: CCN(CC)CC.[OH:8][C@@H:9]([C:20]1[CH:25]=[CH:24][CH:23]=[C:22]([OH:26])[CH:21]=1)[CH2:10][CH2:11][NH:12][C:13](=[O:19])[O:14][C:15]([CH3:18])([CH3:17])[CH3:16].[O:27](S(C(F)(F)F)(=O)=O)[S:28]([C:31]([F:34])([F:33])[F:32])(=O)=[O:29].O. Product: [F:32][C:31]([F:34])([F:33])[S:28]([O:26][C:22]1[CH:23]=[CH:24][CH:25]=[C:20]([C@H:9]([OH:8])[CH2:10][CH2:11][NH:12][C:13]([O:14][C:15]([CH3:18])([CH3:17])[CH3:16])=[O:19])[CH:21]=1)(=[O:29])=[O:27]. The catalyst class is: 2. (5) Reactant: [Cl:1][C:2]1[CH:3]=[C:4]2[C:8](=[CH:9][CH:10]=1)[NH:7][CH:6]=[C:5]2[CH3:11].[N:12]([C:15]([CH3:18])([CH3:17])[CH3:16])=[C:13]=[O:14].B(F)(F)F.CCOCC.C(=O)(O)[O-].[Na+]. Product: [C:15]([NH:12][C:13]([C:6]1[NH:7][C:8]2[C:4]([C:5]=1[CH3:11])=[CH:3][C:2]([Cl:1])=[CH:10][CH:9]=2)=[O:14])([CH3:18])([CH3:17])[CH3:16]. The catalyst class is: 4. (6) Reactant: Br[CH2:2][C:3](=O)[C:4]([O:6][CH2:7][CH3:8])=[O:5].[CH3:10][O:11][C:12]1[CH:26]=[CH:25][C:15]([C:16]([NH:18][C:19]2[CH:24]=[CH:23][CH:22]=[CH:21][CH:20]=2)=[NH:17])=[CH:14][N:13]=1. Product: [CH2:7]([O:6][C:4]([C:3]1[N:17]=[C:16]([C:15]2[CH:14]=[N:13][C:12]([O:11][CH3:10])=[CH:26][CH:25]=2)[N:18]([C:19]2[CH:20]=[CH:21][CH:22]=[CH:23][CH:24]=2)[CH:2]=1)=[O:5])[CH3:8]. The catalyst class is: 7.